From a dataset of Reaction yield outcomes from USPTO patents with 853,638 reactions. Predict the reaction yield, written as a fraction of the theoretical maximum amount of product (1.0 means a 100% yield; for example, 0.34 means a 34% yield). The reactants are Cl.[NH2:2][OH:3].C(N(CC)CC)C.[Cl:11][C:12]1[CH:19]=[C:18]([O:20][CH3:21])[C:17]([F:22])=[CH:16][C:13]=1[C:14]#[N:15]. The catalyst is CCO. The product is [Cl:11][C:12]1[CH:19]=[C:18]([O:20][CH3:21])[C:17]([F:22])=[CH:16][C:13]=1[C:14]([NH:2][OH:3])=[NH:15]. The yield is 0.870.